Regression. Given a peptide amino acid sequence and an MHC pseudo amino acid sequence, predict their binding affinity value. This is MHC class I binding data. From a dataset of Peptide-MHC class I binding affinity with 185,985 pairs from IEDB/IMGT. (1) The peptide sequence is KPGTSGSPII. The MHC is HLA-B07:02 with pseudo-sequence HLA-B07:02. The binding affinity (normalized) is 0.671. (2) The peptide sequence is LQRFSVAPM. The MHC is HLA-B15:01 with pseudo-sequence HLA-B15:01. The binding affinity (normalized) is 0.549.